Dataset: Forward reaction prediction with 1.9M reactions from USPTO patents (1976-2016). Task: Predict the product of the given reaction. (1) Given the reactants [C:1]([C:5]1[CH:9]=[C:8]([NH:10][C:11]([NH:13][C:14]2[C:23]3[C:18](=[CH:19][CH:20]=[CH:21][CH:22]=3)[C:17]([O:24][CH2:25][CH2:26]I)=[CH:16][CH:15]=2)=[O:12])[N:7]([C:28]2[CH:33]=[CH:32][C:31]([CH3:34])=[CH:30][CH:29]=2)[N:6]=1)([CH3:4])([CH3:3])[CH3:2].C(=O)([O-])[O-].[K+].[K+].[N+:41]([C:44]1[N:45]=[CH:46][NH:47][CH:48]=1)([O-:43])=[O:42].O, predict the reaction product. The product is: [C:1]([C:5]1[CH:9]=[C:8]([NH:10][C:11]([NH:13][C:14]2[C:23]3[C:18](=[CH:19][CH:20]=[CH:21][CH:22]=3)[C:17]([O:24][CH2:25][CH2:26][N:47]3[CH:48]=[C:44]([N+:41]([O-:43])=[O:42])[N:45]=[CH:46]3)=[CH:16][CH:15]=2)=[O:12])[N:7]([C:28]2[CH:33]=[CH:32][C:31]([CH3:34])=[CH:30][CH:29]=2)[N:6]=1)([CH3:4])([CH3:3])[CH3:2]. (2) Given the reactants [NH2:1][C:2]1[S:3][C:4]([CH2:14][CH2:15][C:16]([NH:18][C:19]2[CH:24]=[CH:23][C:22]([CH2:25][P:26]([O:31][CH2:32][CH3:33])([O:28][CH2:29][CH3:30])=[O:27])=[CH:21][CH:20]=2)=[O:17])=[C:5]([C:7]2[CH:12]=[CH:11][C:10]([Cl:13])=[CH:9][CH:8]=2)[N:6]=1.[N:34]1[CH:39]=[CH:38][CH:37]=[CH:36][C:35]=1[C:40](O)=[O:41].ON1C2C=CC=CC=2N=N1.Cl.C(N=C=NCCCN(C)C)C, predict the reaction product. The product is: [Cl:13][C:10]1[CH:9]=[CH:8][C:7]([C:5]2[N:6]=[C:2]([NH:1][C:40]([C:35]3[CH:36]=[CH:37][CH:38]=[CH:39][N:34]=3)=[O:41])[S:3][C:4]=2[CH2:14][CH2:15][C:16]([NH:18][C:19]2[CH:24]=[CH:23][C:22]([CH2:25][P:26]([O:28][CH2:29][CH3:30])([O:31][CH2:32][CH3:33])=[O:27])=[CH:21][CH:20]=2)=[O:17])=[CH:12][CH:11]=1. (3) The product is: [OH:12][CH2:11][CH2:10][CH2:9][CH2:8][CH2:7][CH2:6][CH2:5][CH2:4][C:3]([O:2][CH3:1])=[O:14]. Given the reactants [CH3:1][O:2][C:3](=[O:14])[CH2:4][CH2:5][CH2:6][CH2:7][CH2:8][CH2:9][CH2:10][C:11](O)=[O:12], predict the reaction product. (4) Given the reactants [Cl:1][C:2]1[CH:7]=[C:6]([Cl:8])[CH:5]=[CH:4][C:3]=1[C:9]1[C:10]2[CH2:22][N:21](C(OC(C)(C)C)=O)[CH2:20][CH2:19][C:11]=2[N:12]=[C:13]([S:15]([CH3:18])(=[O:17])=[O:16])[N:14]=1.FC(F)(F)C(O)=O, predict the reaction product. The product is: [Cl:1][C:2]1[CH:7]=[C:6]([Cl:8])[CH:5]=[CH:4][C:3]=1[C:9]1[C:10]2[CH2:22][NH:21][CH2:20][CH2:19][C:11]=2[N:12]=[C:13]([S:15]([CH3:18])(=[O:17])=[O:16])[N:14]=1. (5) Given the reactants [F:1][C:2]1[CH:7]=[CH:6][C:5]([C@H:8]2[CH2:12][N:11]([S:13]([C:16]3[N:17]=[CH:18][N:19]([CH3:21])[CH:20]=3)(=[O:15])=[O:14])[CH2:10][C@@H:9]2[NH2:22])=[CH:4][CH:3]=1.[F:23][C:24]([F:34])([F:33])[C:25]([C:27]1[CH:32]=[CH:31][CH:30]=[CH:29][CH:28]=1)=O.C[Al](C)C.B.CSC, predict the reaction product. The product is: [F:1][C:2]1[CH:7]=[CH:6][C:5]([C@H:8]2[CH2:12][N:11]([S:13]([C:16]3[N:17]=[CH:18][N:19]([CH3:21])[CH:20]=3)(=[O:15])=[O:14])[CH2:10][C@@H:9]2[NH:22][CH:25]([C:27]2[CH:32]=[CH:31][CH:30]=[CH:29][CH:28]=2)[C:24]([F:33])([F:23])[F:34])=[CH:4][CH:3]=1.